Predict the product of the given reaction. From a dataset of Forward reaction prediction with 1.9M reactions from USPTO patents (1976-2016). Given the reactants Cl.[CH3:2][N:3]1[C@@H:13]2[CH2:14][C:15]3[CH:20]=[CH:19][C:18]([O:21][CH3:22])=[C:17]4[O:23][CH:7]5[C:8]([CH:10]=[CH:11][C@:12]2([OH:24])[C@:6]5([C:16]=34)[CH2:5][CH2:4]1)=[O:9].CN1[C@@H]2CC3C=CC(OC)=C4O[C@H]5C(C=C[C@@H]2[C@]5(C=34)CC1)=O, predict the reaction product. The product is: [CH3:2][N:3]1[C@@H:13]2[CH2:14][C:15]3[CH:20]=[CH:19][C:18]([O:21][CH3:22])=[C:17]4[O:23][C@H:7]5[C:8]([CH2:10][CH2:11][C@:12]2([OH:24])[C@:6]5([C:16]=34)[CH2:5][CH2:4]1)=[O:9].